From a dataset of Experimentally validated miRNA-target interactions with 360,000+ pairs, plus equal number of negative samples. Binary Classification. Given a miRNA mature sequence and a target amino acid sequence, predict their likelihood of interaction. (1) The miRNA is mmu-miR-328-3p with sequence CUGGCCCUCUCUGCCCUUCCGU. The protein sequence of the target gene is MNMEGLVMFQDLSIDFSQEEWECLDAAQKDLYRDVMMENYSSLVSLGLSIPKPDVISLLEQGKEPWMVSRDVLGGWCRDSEFRCKTKDSCLPKEIYEVTSSQWVRMEKCHSLVGSSVRDDWECKGQFQHQDINQERYLEKAIMTYETTPTFCLQTSLTLHHRIHPGEKLYKSTECMAFKYGSELTQQQETHTGEKLYKCKECGKAFHHFSYLVKHQRIHTGEKPCACKEYGKAFISGSHLIQHQKMYTDERPHECQESVKAFRPSAHLIQHWRIHTGDKPYECKECGKSFTSGSTLNQHQ.... Result: 0 (no interaction). (2) The miRNA is hsa-miR-6825-3p with sequence GCGCUGACCCGCCUUCUCCGCA. The protein sequence of the target gene is MWAAGRWGPTFPSSYAGFSADCRPRSRPSSDSCSVPMTGARGQGLEVVRSPSPPLPLSCSNSTRSLLSPLGHQSFQFDEDDGDGEDEEDVDDEEDVDEDAHDSEAKVASLRGMELQGCASTQVESENNQEEQKQVRLPESRLTPWEVWFIGKEKEERDRLQLKALEELNQQLEKRKEMEEREKRKIIAEEKHKEWVQKKNEQKRKEREQKINKEMEEKAAKELEKEYLQEKAKEKYQEWLKKKNAEECERKKKEKEKEKQQQAEIQEKKEIAEKKFQEWLENAKHKPRPAAKSYGYANGK.... Result: 0 (no interaction). (3) The miRNA is hsa-miR-8052 with sequence CGGGACUGUAGAGGGCAUGAGC. The protein sequence of the target gene is MSQQHTLPVTLSPALSQELLKTVPPPVNTHQEQMKQPTPLPPPCQKVPVELPVEVPSKQEEKHMTAVKGLPEQECEQQQKEPQEQELQQQHWEQHEEYQKAENPEQQLKQEKTQRDQQLNKQLEEEKKLLDQQLDQELVKRDEQLGMKKEQLLELPEQQEGHLKHLEQQEGQLKHPEQQEGQLELPEQQEGQLELPEQQEGQLELPEQQEGQLELPEQQEGQLELPEQQEGQLELPQQQEGQLELSEQQEGQLELSEQQEGQLKHLEHQEGQLEVPEEQMGQLKYLEQQEGQLKHLDQQE.... Result: 0 (no interaction). (4) The miRNA is mmu-miR-770-5p with sequence AGCACCACGUGUCUGGGCCACG. The protein sequence of the target gene is MGLLDLCEEVFGTADLYRVLGVRREASDGEVRRGYHKVSLQVHPDRVGEGDKEDATRRFQILGKVYSVLSDREQRAVYDEQGTVDEDSPVLTQDRDWEAYWRLLFKKISLEDIQAFEKTYKGSEEELADIKQAYLDFKGDMDQIMESVLCVQYTEEPRIRNIIQQAIDAGEVPSYNAFVKESKQKMNARKRRAQEEAKEAEMSRKELGLDEGVDSLKAAIQSRQKDRQKEMDNFLAQMEAKYCKSSKGGGKKSALKKEKK. Result: 0 (no interaction). (5) The miRNA is cel-miR-253-5p with sequence CUUUUCACACACCUCACUAACA. The protein sequence of the target gene is MRIWWLLLAIEICTGNINSQDTCRQGHPGIPGNPGHNGLPGRDGRDGAKGDKGDAGEPGRPGSPGKDGTSGEKGERGADGKVEAKGIKGDQGSRGSPGKHGPKGLAGPMGEKGLRGETGPQGQKGNKGDVGPTGPEGPRGNIGPLGPTGLPGPMGPIGKPGPKGEAGPTGPQGEPGVRGIRGWKGDRGEKGKIGETLVLPKSAFTVGLTVLSKFPSSDMPIKFDKILYNEFNHYDTAAGKFTCHIAGVYYFTYHITVFSRNVQVSLVKNGVKILHTKDAYMSSEDQASGGIVLQLKLGDE.... Result: 0 (no interaction). (6) The miRNA is hsa-miR-6764-3p with sequence UCUCUGGUCUUUCCUUGACAG. The protein sequence of the target gene is MGARASQEPRTRVRAGLRVLLPVLLLALLLLALVAPGAQGARGRGAADKNSHRRATSSFSQSVSSLFGEDNVRAAQKLLSRLTERFVQGVDMFLETLWKVWMELLEVLGLDVSNLSQYFSPASVSNSPTRALVLVGVVLLAYWFLSLTLGFTFSLLHLVFGRFFWLVRVILFSMSCVYILHKYEGEPEHAVLPLCVVVAIYFMTGPMGYWRGSPGGLCSPSVEEKLEHLENQVRLLNIRLNRVLENLDRSKDK. Result: 0 (no interaction). (7) The miRNA is hsa-miR-3614-5p with sequence CCACUUGGAUCUGAAGGCUGCCC. The protein sequence of the target gene is MDGTETRQRRLDSCGKPGELGLPHPLSTGGLPVASEDGALRAPESQSVTPKPLETEPSRETTWSIGLQVTVPFMFAGLGLSWAGMLLDYFQHWPVFVEVKDLLTLVPPLVGLKGNLEMTLASRLSTAANTGQIDDPQEQHRVISSNLALIQVQATVVGLLAAVAALLLGVVSREEVDVAKVELLCASSVLTAFLAAFALGVLMVCIVIGARKLGVNPDNIATPIAASLGDLITLSILALVSSFFYRHKDSRYLTPLVCLSFAALTPVWVLIAKQSPPIVKILKFGWFPIILAMVISSFGG.... Result: 0 (no interaction).